From a dataset of Full USPTO retrosynthesis dataset with 1.9M reactions from patents (1976-2016). Predict the reactants needed to synthesize the given product. (1) Given the product [C:20]1([S:26]([N:10]2[CH2:11][CH2:12][C@@H:13]([C:14]3[CH:19]=[CH:18][CH:17]=[CH:16][CH:15]=3)[C@H:8]([C:4]3[CH:5]=[CH:6][CH:7]=[C:2]([Cl:1])[CH:3]=3)[CH2:9]2)(=[O:28])=[O:27])[CH:25]=[CH:24][CH:23]=[CH:22][CH:21]=1, predict the reactants needed to synthesize it. The reactants are: [Cl:1][C:2]1[CH:3]=[C:4]([C@H:8]2[C@H:13]([C:14]3[CH:19]=[CH:18][CH:17]=[CH:16][CH:15]=3)[CH2:12][CH2:11][NH:10][CH2:9]2)[CH:5]=[CH:6][CH:7]=1.[C:20]1([S:26](Cl)(=[O:28])=[O:27])[CH:25]=[CH:24][CH:23]=[CH:22][CH:21]=1.O. (2) Given the product [Cl:35][C:30]1[CH:31]=[CH:32][CH:33]=[CH:34][C:29]=1[C:17]1[N:18]([CH2:21][C:22]2[N:27]=[C:26]([NH2:28])[CH:25]=[CH:24][CH:23]=2)[C:19]2[C:15]([CH:16]=1)=[CH:14][CH:13]=[C:12]([C:6]#[C:5][CH2:4][CH2:3][O:7][CH3:37])[CH:20]=2, predict the reactants needed to synthesize it. The reactants are: [H-].[Na+].[C:3]([OH:7])#[C:4][CH2:5][CH3:6].CI.Cl.Br[C:12]1[CH:20]=[C:19]2[C:15]([CH:16]=[C:17]([C:29]3[CH:34]=[CH:33][CH:32]=[CH:31][C:30]=3[Cl:35])[N:18]2[CH2:21][C:22]2[N:27]=[C:26]([NH2:28])[CH:25]=[CH:24][CH:23]=2)=[CH:14][CH:13]=1.N1CCC[CH2:37]1. (3) Given the product [Cl:9][C:10]1[C:11]([CH3:20])=[C:12]([S:16]([NH:8][C:6]2[CH:5]=[CH:4][N:3]=[C:2]([CH3:1])[N:7]=2)(=[O:18])=[O:17])[CH:13]=[CH:14][CH:15]=1, predict the reactants needed to synthesize it. The reactants are: [CH3:1][C:2]1[N:7]=[C:6]([NH2:8])[CH:5]=[CH:4][N:3]=1.[Cl:9][C:10]1[C:11]([CH3:20])=[C:12]([S:16](Cl)(=[O:18])=[O:17])[CH:13]=[CH:14][CH:15]=1.